From a dataset of Reaction yield outcomes from USPTO patents with 853,638 reactions. Predict the reaction yield, written as a fraction of the theoretical maximum amount of product (1.0 means a 100% yield; for example, 0.34 means a 34% yield). (1) The reactants are [I-].[Cl:2][C:3]1[CH:8]=[CH:7][C:6]([Zn+])=[CH:5][CH:4]=1.[CH2:10]([O:12][C:13]([N:15]1[CH2:20][CH2:19][CH:18]([NH:21][C:22]([C:24]2[CH:39]=[CH:38][C:27]3[S:28][C:29]4[CH:37]=[CH:36][CH:35]=[CH:34][C:30]=4[C:31](Cl)=[N:32][C:26]=3[CH:25]=2)=[O:23])[CH2:17][CH2:16]1)=[O:14])[CH3:11].[NH4+].[Cl-].CCOC(C)=O. The catalyst is C1COCC1.Cl[Pd](Cl)([P](C1C=CC=CC=1)(C1C=CC=CC=1)C1C=CC=CC=1)[P](C1C=CC=CC=1)(C1C=CC=CC=1)C1C=CC=CC=1. The product is [CH2:10]([O:12][C:13]([N:15]1[CH2:16][CH2:17][CH:18]([NH:21][C:22]([C:24]2[CH:39]=[CH:38][C:27]3[S:28][C:29]4[CH:37]=[CH:36][CH:35]=[CH:34][C:30]=4[C:31]([C:6]4[CH:7]=[CH:8][C:3]([Cl:2])=[CH:4][CH:5]=4)=[N:32][C:26]=3[CH:25]=2)=[O:23])[CH2:19][CH2:20]1)=[O:14])[CH3:11]. The yield is 0.970. (2) The reactants are Br[C:2]1[C:11]2[C:6](=[CH:7][CH:8]=[CH:9][CH:10]=2)[CH:5]=[N:4][CH:3]=1.[C:12]([C:14]1[CH:19]=[CH:18][C:17]([O:20][CH3:21])=[CH:16][CH:15]=1)#[CH:13]. No catalyst specified. The product is [CH3:21][O:20][C:17]1[CH:18]=[CH:19][C:14]([C:12]#[C:13][C:2]2[C:11]3[C:6](=[CH:7][CH:8]=[CH:9][CH:10]=3)[CH:5]=[N:4][CH:3]=2)=[CH:15][CH:16]=1. The yield is 0.590. (3) The reactants are Br[C:2]1[CH:3]=[C:4]([N:22]([CH3:29])[CH:23]2[CH2:28][CH2:27][O:26][CH2:25][CH2:24]2)[C:5]([CH3:21])=[C:6]([CH:20]=1)[C:7]([NH:9][CH2:10][C:11]1[C:12](=[O:19])[NH:13][C:14]([CH3:18])=[CH:15][C:16]=1[CH3:17])=[O:8].CC1(C)C(C)(C)OB([C:38]2[CH:50]=[CH:49][C:41]([CH2:42][N:43]3[CH2:48][CH2:47][O:46][CH2:45][CH2:44]3)=[CH:40][CH:39]=2)O1.C([O-])([O-])=O.[Na+].[Na+]. The catalyst is O1CCOCC1.O.C1C=CC([P]([Pd]([P](C2C=CC=CC=2)(C2C=CC=CC=2)C2C=CC=CC=2)([P](C2C=CC=CC=2)(C2C=CC=CC=2)C2C=CC=CC=2)[P](C2C=CC=CC=2)(C2C=CC=CC=2)C2C=CC=CC=2)(C2C=CC=CC=2)C2C=CC=CC=2)=CC=1. The product is [CH3:17][C:16]1[CH:15]=[C:14]([CH3:18])[NH:13][C:12](=[O:19])[C:11]=1[CH2:10][NH:9][C:7]([C:6]1[CH:20]=[C:2]([C:38]2[CH:39]=[CH:40][C:41]([CH2:42][N:43]3[CH2:48][CH2:47][O:46][CH2:45][CH2:44]3)=[CH:49][CH:50]=2)[CH:3]=[C:4]([N:22]([CH3:29])[CH:23]2[CH2:28][CH2:27][O:26][CH2:25][CH2:24]2)[C:5]=1[CH3:21])=[O:8]. The yield is 0.550. (4) The reactants are C[O:2][C:3]1[CH:4]=[C:5]([CH:14]=[CH:15][C:16]2[CH:21]=[CH:20][CH:19]=[CH:18][C:17]=2[F:22])[CH:6]=[C:7]([O:12]C)[C:8]=1[CH2:9][CH2:10][CH3:11].Cl.N1C=CC=CC=1.CCOCC. The catalyst is C(OCC)(=O)C. The product is [F:22][C:17]1[CH:18]=[CH:19][CH:20]=[CH:21][C:16]=1[CH:15]=[CH:14][C:5]1[CH:6]=[C:7]([OH:12])[C:8]([CH2:9][CH2:10][CH3:11])=[C:3]([OH:2])[CH:4]=1. The yield is 0.950. (5) The reactants are [CH3:1][C:2]1[C:6]([CH:7]([OH:36])[C:8]2[O:9][C:10]3[CH:16]=[CH:15][C:14]([CH2:17][C:18]([NH:20][CH:21]([C:28]4[CH:33]=[CH:32][C:31]([CH3:34])=[CH:30][C:29]=4[CH3:35])[C:22]4[CH:27]=[CH:26][CH:25]=[CH:24][CH:23]=4)=[O:19])=[CH:13][C:11]=3[CH:12]=2)=[C:5]([CH3:37])[O:4][N:3]=1.[H-].[Na+].Br[CH2:41][C:42]([O:44]CC)=[O:43].O. The catalyst is C1COCC1. The product is [CH3:1][C:2]1[C:6]([CH:7]([C:8]2[O:9][C:10]3[CH:16]=[CH:15][C:14]([CH2:17][C:18]([NH:20][CH:21]([C:28]4[CH:33]=[CH:32][C:31]([CH3:34])=[CH:30][C:29]=4[CH3:35])[C:22]4[CH:27]=[CH:26][CH:25]=[CH:24][CH:23]=4)=[O:19])=[CH:13][C:11]=3[CH:12]=2)[O:36][CH2:41][C:42]([OH:44])=[O:43])=[C:5]([CH3:37])[O:4][N:3]=1. The yield is 0.860. (6) The reactants are [C:1]([O:4][CH2:5][C:6]1[C:7]([N:21]2[C:33](=[O:34])[C:32]3[S:31][C:30]4[CH2:29][CH2:28][CH2:27][CH2:26][C:25]=4[C:24]=3[CH:23]=[N:22]2)=[N:8][CH:9]=[CH:10][C:11]=1B1OC(C)(C)C(C)(C)O1)(=[O:3])[CH3:2].Br[C:36]1[CH:37]=[C:38]([NH:44][C:45]2[CH:49]=[C:48]([CH3:50])[O:47][N:46]=2)[C:39](=[O:43])[N:40]([CH3:42])[CH:41]=1.[O-]P([O-])([O-])=O.[K+].[K+].[K+].C([O-])(=O)C.[Na+]. The catalyst is C1C=CC(P(C2C=CC=CC=2)[C-]2C=CC=C2)=CC=1.C1C=CC(P(C2C=CC=CC=2)[C-]2C=CC=C2)=CC=1.Cl[Pd]Cl.[Fe+2].C(#N)C.O. The product is [C:1]([O:4][CH2:5][C:6]1[C:7]([N:21]2[C:33](=[O:34])[C:32]3[S:31][C:30]4[CH2:29][CH2:28][CH2:27][CH2:26][C:25]=4[C:24]=3[CH:23]=[N:22]2)=[N:8][CH:9]=[CH:10][C:11]=1[C:36]1[CH:37]=[C:38]([NH:44][C:45]2[CH:49]=[C:48]([CH3:50])[O:47][N:46]=2)[C:39](=[O:43])[N:40]([CH3:42])[CH:41]=1)(=[O:3])[CH3:2]. The yield is 0.600.